From a dataset of Catalyst prediction with 721,799 reactions and 888 catalyst types from USPTO. Predict which catalyst facilitates the given reaction. (1) Reactant: Cl.[OH:2][C:3]1[CH:13]=[CH:12][C:6]([C:7](=N)OCC)=[CH:5][CH:4]=1.[NH2:14][C:15]1[CH:16]=[C:17]([CH:20]=[CH:21][C:22]=1[NH:23][CH:24]1[CH2:29][CH2:28][CH2:27][CH2:26][CH2:25]1)[C:18]#[N:19]. Product: [OH:2][C:3]1[CH:13]=[CH:12][C:6]([C:7]2[N:23]([CH:24]3[CH2:25][CH2:26][CH2:27][CH2:28][CH2:29]3)[C:22]3[CH:21]=[CH:20][C:17]([C:18]#[N:19])=[CH:16][C:15]=3[N:14]=2)=[CH:5][CH:4]=1. The catalyst class is: 5. (2) Reactant: [Cl:1][C:2](Cl)([O:4]C(=O)OC(Cl)(Cl)Cl)Cl.[N:13]1([CH:19]2[CH2:24][CH2:23][NH:22][CH2:21][CH2:20]2)[CH2:18][CH2:17][CH2:16][CH2:15][CH2:14]1. Product: [ClH:1].[Cl:1][C:2]([N:22]1[CH2:23][CH2:24][CH:19]([N:13]2[CH2:18][CH2:17][CH2:16][CH2:15][CH2:14]2)[CH2:20][CH2:21]1)=[O:4]. The catalyst class is: 4. (3) Reactant: [NH4+:1].[Cl-].C[Al](C)C.[C:7]12([CH:17]([CH2:20][CH3:21])[C:18]#[N:19])[CH2:16][CH:11]3[CH2:12][CH:13]([CH2:15][CH:9]([CH2:10]3)[CH2:8]1)[CH2:14]2.C(Cl)(Cl)[Cl:23]. Product: [ClH:23].[C:7]12([CH:17]([CH2:20][CH3:21])[C:18](=[NH:1])[NH2:19])[CH2:14][CH:13]3[CH2:12][CH:11]([CH2:10][CH:9]([CH2:15]3)[CH2:8]1)[CH2:16]2. The catalyst class is: 11. (4) Reactant: [Cl:1][C:2]1[C:3]([NH:13][C@H:14]2[CH2:19][CH2:18][C@H:17]([NH:20][CH2:21][CH2:22][CH3:23])[CH2:16][CH2:15]2)=[CH:4][C:5]([O:11][CH3:12])=[C:6]([CH:10]=1)[C:7]([NH2:9])=O.Br[CH2:25]CCCBr.C(=O)([O-])[O-].[K+].[K+].[OH-].[Na+]. Product: [Cl:1][C:2]1[C:3]([NH:13][C@H:14]2[CH2:19][CH2:18][C@H:17]([N:20]3[CH2:25][CH2:23][CH2:22][CH2:21]3)[CH2:16][CH2:15]2)=[CH:4][C:5]([O:11][CH3:12])=[C:6]([CH:10]=1)[C:7]#[N:9]. The catalyst class is: 9. (5) The catalyst class is: 462. Reactant: [Br:1][C:2]1[C:3]([F:17])=[CH:4][C:5]2[O:11][CH2:10][CH2:9][N:8]3[CH:12]=[C:13](I)[N:14]=[C:7]3[C:6]=2[CH:16]=1.C[Si](N[Si](C)(C)C)(C)C.C[N:28](C)[CH:29]=[O:30]. Product: [Br:1][C:2]1[C:3]([F:17])=[CH:4][C:5]2[O:11][CH2:10][CH2:9][N:8]3[CH:12]=[C:13]([C:29]([NH2:28])=[O:30])[N:14]=[C:7]3[C:6]=2[CH:16]=1. (6) Reactant: [C:1]1([CH3:12])[CH:6]=[CH:5][CH:4]=[CH:3][C:2]=1[CH2:7][C:8]([O:10][CH3:11])=[O:9].C[O-].[Na+].[CH:16](OC)=[O:17].C1(C)C=CC=CC=1. Product: [OH:17][CH:16]=[C:7]([C:2]1[CH:3]=[CH:4][CH:5]=[CH:6][C:1]=1[CH3:12])[C:8]([O:10][CH3:11])=[O:9]. The catalyst class is: 93. (7) Reactant: [CH3:1][C:2]1[N:3]([CH2:28][C:29]([O:31]CC)=[O:30])[C:4]2[CH2:5][C:6]([CH3:27])([CH3:26])[CH2:7][CH2:8][C:9]=2[C:10]=1[S:11][C:12]1[CH:17]=[CH:16][C:15]([S:18]([N:21]2[CH2:25][CH2:24][CH2:23][CH2:22]2)(=[O:20])=[O:19])=[CH:14][CH:13]=1.C1COCC1.[OH-].[Na+]. Product: [CH3:1][C:2]1[N:3]([CH2:28][C:29]([OH:31])=[O:30])[C:4]2[CH2:5][C:6]([CH3:27])([CH3:26])[CH2:7][CH2:8][C:9]=2[C:10]=1[S:11][C:12]1[CH:13]=[CH:14][C:15]([S:18]([N:21]2[CH2:22][CH2:23][CH2:24][CH2:25]2)(=[O:20])=[O:19])=[CH:16][CH:17]=1. The catalyst class is: 6.